From a dataset of Full USPTO retrosynthesis dataset with 1.9M reactions from patents (1976-2016). Predict the reactants needed to synthesize the given product. (1) Given the product [F:9][C:10]1[CH:15]=[C:14]([F:16])[CH:13]=[CH:12][C:11]=1[C:17]([OH:34])([CH2:28][N:29]1[CH:33]=[N:32][N:31]=[N:30]1)[C:18]([C:21]1[N:26]=[CH:25][C:24]([O:27][C:2]2[S:3][C:4]([C:7]#[N:8])=[CH:5][N:6]=2)=[CH:23][CH:22]=1)([F:19])[F:20], predict the reactants needed to synthesize it. The reactants are: Cl[C:2]1[S:3][C:4]([C:7]#[N:8])=[CH:5][N:6]=1.[F:9][C:10]1[CH:15]=[C:14]([F:16])[CH:13]=[CH:12][C:11]=1[C:17]([OH:34])([CH2:28][N:29]1[CH:33]=[N:32][N:31]=[N:30]1)[C:18]([C:21]1[N:26]=[CH:25][C:24]([OH:27])=[CH:23][CH:22]=1)([F:20])[F:19].C(=O)([O-])[O-].[K+].[K+]. (2) Given the product [S:1]1[C:5]2[CH2:6][CH2:7][CH2:8][C:4]=2[N:3]=[C:2]1[C:9]1[C:13]([C:14]([NH:16][CH:17]2[CH2:18][CH2:19][O:20][CH2:21][CH2:22]2)=[O:15])=[CH:12][NH:11][N:10]=1, predict the reactants needed to synthesize it. The reactants are: [S:1]1[C:5]2[CH2:6][CH2:7][CH2:8][C:4]=2[N:3]=[C:2]1[C:9]1[C:13]([C:14]([NH:16][CH:17]2[CH2:22][CH2:21][O:20][CH2:19][CH2:18]2)=[O:15])=[CH:12][N:11](COCC[Si](C)(C)C)[N:10]=1.FC(F)(F)C(O)=O.CO.[OH-].[NH4+]. (3) Given the product [CH3:1][N:2]1[CH:6]=[CH:5][N:4]=[C:3]1[CH2:7][N:8]([CH2:16][C:17]1[CH:25]=[CH:24][C:20]([C:21]([NH:59][CH2:58][CH2:57][CH2:56][CH2:55][N:54]([CH2:60][CH2:61][CH3:62])[CH2:51][CH2:52][CH3:53])=[O:23])=[CH:19][CH:18]=1)[CH2:9][C:10]1[N:11]([CH3:15])[CH:12]=[CH:13][N:14]=1, predict the reactants needed to synthesize it. The reactants are: [CH3:1][N:2]1[CH:6]=[CH:5][N:4]=[C:3]1[CH2:7][N:8]([CH2:16][C:17]1[CH:25]=[CH:24][C:20]([C:21]([OH:23])=O)=[CH:19][CH:18]=1)[CH2:9][C:10]1[N:11]([CH3:15])[CH:12]=[CH:13][N:14]=1.C1CCC(N=C=NC2CCCCC2)CC1.C1C=CC2N(O)N=NC=2C=1.[CH2:51]([N:54]([CH2:60][CH2:61][CH3:62])[CH2:55][CH2:56][CH2:57][CH2:58][NH2:59])[CH2:52][CH3:53]. (4) The reactants are: [CH2:1]([O:8][C:9]1[CH:10]=[C:11]([S:15][C:16]2[CH:17]=[C:18]3[C:23](=[CH:24][CH:25]=2)[CH:22]=[C:21]([C@:26]2([CH3:32])[CH2:30][O:29]C(=O)[NH:27]2)[CH:20]=[CH:19]3)[CH:12]=[CH:13][CH:14]=1)[C:2]1[CH:7]=[CH:6][CH:5]=[CH:4][CH:3]=1.C(O)C.O.[OH-].[Li+]. Given the product [NH2:27][C@@:26]([C:21]1[CH:20]=[CH:19][C:18]2[C:23](=[CH:24][CH:25]=[C:16]([S:15][C:11]3[CH:12]=[CH:13][CH:14]=[C:9]([O:8][CH2:1][C:2]4[CH:7]=[CH:6][CH:5]=[CH:4][CH:3]=4)[CH:10]=3)[CH:17]=2)[CH:22]=1)([CH3:32])[CH2:30][OH:29], predict the reactants needed to synthesize it. (5) Given the product [O-:25][S:23]([C:26]([F:29])([F:28])[F:27])(=[O:24])=[O:22].[C:1]1([S+:11]([C:12]2[C:21]3[C:16](=[CH:17][CH:18]=[CH:19][CH:20]=3)[CH:15]=[CH:14][CH:13]=2)[C:30]2[CH:35]=[CH:34][CH:33]=[CH:32][CH:31]=2)[C:10]2[C:5](=[CH:6][CH:7]=[CH:8][CH:9]=2)[CH:4]=[CH:3][CH:2]=1, predict the reactants needed to synthesize it. The reactants are: [C:1]1([S:11][C:12]2[C:21]3[C:16](=[CH:17][CH:18]=[CH:19][CH:20]=3)[CH:15]=[CH:14][CH:13]=2)[C:10]2[C:5](=[CH:6][CH:7]=[CH:8][CH:9]=2)[CH:4]=[CH:3][CH:2]=1.[O-:22][S:23]([C:26]([F:29])([F:28])[F:27])(=[O:25])=[O:24].[C:30]1([I+]C2C=CC=CC=2)[CH:35]=[CH:34][CH:33]=[CH:32][CH:31]=1.CCOCC. (6) Given the product [C:11]([O:10][C:8]([N:15]1[CH2:20][CH2:19][CH:18]([NH:1][C:2]2[CH:3]=[N:4][CH:5]=[CH:6][CH:7]=2)[CH2:17][CH2:16]1)=[O:9])([CH3:14])([CH3:12])[CH3:13], predict the reactants needed to synthesize it. The reactants are: [NH2:1][C:2]1[CH:3]=[N:4][CH:5]=[CH:6][CH:7]=1.[C:8]([N:15]1[CH2:20][CH2:19][C:18](=O)[CH2:17][CH2:16]1)([O:10][C:11]([CH3:14])([CH3:13])[CH3:12])=[O:9].